This data is from Catalyst prediction with 721,799 reactions and 888 catalyst types from USPTO. The task is: Predict which catalyst facilitates the given reaction. (1) Reactant: C[O:2][C:3](=[O:35])[C@@H:4]([NH:9][C:10](=[O:34])[C@@H:11]([NH:23][S:24]([C:27]1[CH:32]=[CH:31][C:30]([F:33])=[CH:29][CH:28]=1)(=[O:26])=[O:25])[CH2:12][C:13]1[CH:18]=[CH:17][C:16]([O:19][CH2:20][CH:21]=[CH2:22])=[CH:15][CH:14]=1)[CH2:5][CH:6]([CH3:8])[CH3:7].[OH-].[Na+].CO. Product: [CH2:20]([O:19][C:16]1[CH:17]=[CH:18][C:13]([CH2:12][C@H:11]([NH:23][S:24]([C:27]2[CH:28]=[CH:29][C:30]([F:33])=[CH:31][CH:32]=2)(=[O:25])=[O:26])[C:10]([NH:9][C@@H:4]([CH2:5][CH:6]([CH3:8])[CH3:7])[C:3]([OH:35])=[O:2])=[O:34])=[CH:14][CH:15]=1)[CH:21]=[CH2:22]. The catalyst class is: 20. (2) Reactant: [CH:1]([C:4]1[C:12]2[C:7](=[CH:8][CH:9]=[C:10]([O:13][C:14]3[C:21]([Cl:22])=[CH:20][C:17]([CH2:18]O)=[CH:16][C:15]=3[Cl:23])[CH:11]=2)[NH:6][CH:5]=1)([CH3:3])[CH3:2].[Br:24]P(Br)(C1C=CC=CC=1)(C1C=CC=CC=1)C1C=CC=CC=1.N1C=CC=CC=1. Product: [CH:1]([C:4]1[C:12]2[C:7](=[CH:8][CH:9]=[C:10]([O:13][C:14]3[C:21]([Cl:22])=[CH:20][C:17]([CH2:18][Br:24])=[CH:16][C:15]=3[Cl:23])[CH:11]=2)[NH:6][CH:5]=1)([CH3:3])[CH3:2]. The catalyst class is: 10. (3) Reactant: [C:1](/[C:3](/[N:8]1[CH:12]=[C:11]([C:13]([O:15][CH3:16])=[O:14])[N:10]=[CH:9]1)=[CH:4]\[N:5](C)C)#[N:2].O.[NH2:18]N. Product: [NH2:5][C:4]1[NH:18][N:2]=[CH:1][C:3]=1[N:8]1[CH:12]=[C:11]([C:13]([O:15][CH3:16])=[O:14])[N:10]=[CH:9]1. The catalyst class is: 8. (4) Reactant: C(OC(=O)C[C@@H](NC(OC(C)(C)C)=O)C(N[C@H](C(=O)NC)C(C)(C)C)=O)C1C=CC=CC=1.[CH3:33][C:34]([CH3:64])([CH3:63])[C@H:35]([NH:38][C:39](=[O:62])[C@H:40]([N:45]1[CH:49]=[CH:48][C:47]([C:50]2[CH:55]=[CH:54][C:53]([C:56]3[CH:61]=[CH:60][N:59]=[CH:58][CH:57]=3)=[CH:52][CH:51]=2)=[CH:46]1)[CH2:41][C:42](O)=[O:43])[CH2:36][OH:37].[O:65]([NH2:83])[Si:66]([C:79]([CH3:82])([CH3:81])[CH3:80])([C:73]1[CH:78]=[CH:77][CH:76]=[CH:75][CH:74]=1)[C:67]1[CH:72]=[CH:71][CH:70]=[CH:69][CH:68]=1.CN(C(ON1N=NC2C=CC=CC1=2)=[N+](C)C)C.[B-](F)(F)(F)F. Product: [O:65]([NH:83][C:42](=[O:43])[CH2:41][C@@H:40]([N:45]1[CH:49]=[CH:48][C:47]([C:50]2[CH:51]=[CH:52][C:53]([C:56]3[CH:57]=[CH:58][N:59]=[CH:60][CH:61]=3)=[CH:54][CH:55]=2)=[CH:46]1)[C:39]([NH:38][C@H:35]([CH2:36][OH:37])[C:34]([CH3:33])([CH3:64])[CH3:63])=[O:62])[Si:66]([C:79]([CH3:81])([CH3:80])[CH3:82])([C:73]1[CH:74]=[CH:75][CH:76]=[CH:77][CH:78]=1)[C:67]1[CH:72]=[CH:71][CH:70]=[CH:69][CH:68]=1. The catalyst class is: 100. (5) Reactant: [F:1][C:2]([F:15])([F:14])[C:3]([OH:13])([C:9]([F:12])([F:11])[F:10])[CH2:4][S:5]([O-:8])(=[O:7])=[O:6].[C:16]1([S+:22]([C:29]2[CH:34]=[CH:33][CH:32]=[CH:31][CH:30]=2)[C:23]2[CH:28]=[CH:27][CH:26]=[CH:25][CH:24]=2)[CH:21]=[CH:20][CH:19]=[CH:18][CH:17]=1.[C:35]12([CH2:45][C:46](Cl)=[O:47])[CH2:44][CH:39]3[CH2:40][CH:41]([CH2:43][CH:37]([CH2:38]3)[CH2:36]1)[CH2:42]2.C(N(CC)CC)C. Product: [C:35]12([CH2:45][C:46]([O:13][C:3]([C:2]([F:1])([F:14])[F:15])([C:9]([F:12])([F:10])[F:11])[CH2:4][S:5]([O-:8])(=[O:7])=[O:6])=[O:47])[CH2:42][CH:41]3[CH2:40][CH:39]([CH2:38][CH:37]([CH2:43]3)[CH2:36]1)[CH2:44]2.[C:29]1([S+:22]([C:16]2[CH:17]=[CH:18][CH:19]=[CH:20][CH:21]=2)[C:23]2[CH:28]=[CH:27][CH:26]=[CH:25][CH:24]=2)[CH:30]=[CH:31][CH:32]=[CH:33][CH:34]=1. The catalyst class is: 143. (6) Reactant: [Cl:1][C:2]1[CH:3]=[C:4]2[C:8](=[C:9]([C:11]([OH:13])=O)[CH:10]=1)[NH:7][CH:6]=[CH:5]2.CN(C(ON1N=NC2C=CC=CC1=2)=[N+](C)C)C.[B-](F)(F)(F)F.C(N(CC)C(C)C)(C)C.[C:45]([C:49]1[CH:66]=[CH:65][C:52]([CH2:53][NH:54][CH2:55][CH2:56][C:57]2[CH:62]=[CH:61][C:60]([F:63])=[C:59]([Cl:64])[CH:58]=2)=[CH:51][CH:50]=1)([CH3:48])([CH3:47])[CH3:46]. Product: [C:45]([C:49]1[CH:66]=[CH:65][C:52]([CH2:53][N:54]([CH2:55][CH2:56][C:57]2[CH:62]=[CH:61][C:60]([F:63])=[C:59]([Cl:64])[CH:58]=2)[C:11]([C:9]2[CH:10]=[C:2]([Cl:1])[CH:3]=[C:4]3[C:8]=2[NH:7][CH:6]=[CH:5]3)=[O:13])=[CH:51][CH:50]=1)([CH3:48])([CH3:46])[CH3:47]. The catalyst class is: 18. (7) Reactant: S([O-])(O[O-])(=O)=[O:2].[K+].[K+].[CH3:9][S:10][C:11]1[CH:16]=[CH:15][C:14]([C:17]2[S:21][C:20]([NH:22][C:23](=[O:25])[CH3:24])=[N:19][C:18]=2/[CH:26]=[CH:27]/[C:28]2[CH:33]=[CH:32][C:31]([N+:34]([O-:36])=[O:35])=[CH:30][CH:29]=2)=[CH:13][CH:12]=1.[OH2:37]. Product: [CH3:9][S:10]([C:11]1[CH:16]=[CH:15][C:14]([C:17]2[S:21][C:20]([NH:22][C:23](=[O:25])[CH3:24])=[N:19][C:18]=2/[CH:26]=[CH:27]/[C:28]2[CH:29]=[CH:30][C:31]([N+:34]([O-:36])=[O:35])=[CH:32][CH:33]=2)=[CH:13][CH:12]=1)(=[O:2])=[O:37]. The catalyst class is: 7. (8) Reactant: [CH3:1][O:2][C:3](=[O:13])[C:4]1[CH:9]=[CH:8][C:7](F)=[C:6]([C:11]#[N:12])[CH:5]=1.Cl.[CH3:15][NH:16][CH3:17].C(=O)([O-])[O-].[K+].[K+]. Product: [CH3:1][O:2][C:3](=[O:13])[C:4]1[CH:9]=[CH:8][C:7]([N:16]([CH3:17])[CH3:15])=[C:6]([C:11]#[N:12])[CH:5]=1. The catalyst class is: 16. (9) Reactant: [CH2:1]([C:3]1[CH:4]=[C:5]2[C:10](=[CH:11][CH:12]=1)[NH:9][CH2:8][CH2:7][C:6]2=[O:13])[CH3:2].C(=O)(O)[O-].[Na+].O.Cl[C:21]([O:23][CH2:24][C:25]1[CH:30]=[CH:29][CH:28]=[CH:27][CH:26]=1)=[O:22]. Product: [CH2:1]([C:3]1[CH:4]=[C:5]2[C:10](=[CH:11][CH:12]=1)[N:9]([C:21]([O:23][CH2:24][C:25]1[CH:30]=[CH:29][CH:28]=[CH:27][CH:26]=1)=[O:22])[CH2:8][CH2:7][C:6]2=[O:13])[CH3:2]. The catalyst class is: 1. (10) Reactant: [CH3:1][C@H:2]1[CH2:33][C:32]([CH3:34])=[CH:31][C@@H:30]([CH2:35][CH:36]=[CH2:37])[C:28](=[O:29])[CH2:27][C@H:26]([OH:38])[C@@H:25]([CH3:39])[C@@H:24](/[C:40](/[CH3:51])=[CH:41]/[C@H:42]2[CH2:47][C@@H:46]([O:48][CH3:49])[C@H:45]([OH:50])[CH2:44][CH2:43]2)[O:23][C:21](=[O:22])[C@H:20]2[N:15]([CH2:16][CH2:17][CH2:18][CH2:19]2)[C:13](=[O:14])[C:11](=[O:12])[C@:9]2([OH:52])[O:10][C@@H:5]([C@@H:6]([O:54][CH3:55])[CH2:7][C@H:8]2[CH3:53])[C@@H:4]([O:56][CH3:57])[CH2:3]1.C(OC(=O)C)(=O)C.[CH3:65][S:66]([CH3:68])=O. The catalyst class is: 13. Product: [CH2:35]([CH:30]1[CH:31]=[C:32]([CH3:34])[CH2:33][CH:2]([CH3:1])[CH2:3][CH:4]([O:56][CH3:57])[CH:5]2[O:10][C:9]([OH:52])([CH:8]([CH3:53])[CH2:7][CH:6]2[O:54][CH3:55])[C:11](=[O:12])[C:13](=[O:14])[N:15]2[CH:20]([CH2:19][CH2:18][CH2:17][CH2:16]2)[C:21](=[O:22])[O:23][CH:24]([C:40]([CH3:51])=[CH:41][CH:42]2[CH2:43][CH2:44][CH:45]([O:50][CH2:65][S:66][CH3:68])[CH:46]([O:48][CH3:49])[CH2:47]2)[CH:25]([CH3:39])[CH:26]([OH:38])[CH2:27][C:28]1=[O:29])[CH:36]=[CH2:37].